Dataset: Serine/threonine kinase 33 screen with 319,792 compounds. Task: Binary Classification. Given a drug SMILES string, predict its activity (active/inactive) in a high-throughput screening assay against a specified biological target. (1) The drug is o1c(Cn2c(c/c(=C3\C(=O)c4c(C3=O)cccc4)cc2C)C)ccc1. The result is 1 (active). (2) The molecule is Clc1c(NC(=O)COC(=O)c2ncc(Cl)c(Cl)c2Cl)cc(S(=O)(=O)C)cc1. The result is 0 (inactive).